This data is from NCI-60 drug combinations with 297,098 pairs across 59 cell lines. The task is: Regression. Given two drug SMILES strings and cell line genomic features, predict the synergy score measuring deviation from expected non-interaction effect. (1) Drug 1: CC12CCC3C(C1CCC2=O)CC(=C)C4=CC(=O)C=CC34C. Drug 2: CCC1=C2CN3C(=CC4=C(C3=O)COC(=O)C4(CC)O)C2=NC5=C1C=C(C=C5)O. Cell line: OVCAR-5. Synergy scores: CSS=43.2, Synergy_ZIP=-4.36, Synergy_Bliss=-3.55, Synergy_Loewe=-12.6, Synergy_HSA=-2.33. (2) Drug 1: CCC1(CC2CC(C3=C(CCN(C2)C1)C4=CC=CC=C4N3)(C5=C(C=C6C(=C5)C78CCN9C7C(C=CC9)(C(C(C8N6C)(C(=O)OC)O)OC(=O)C)CC)OC)C(=O)OC)O.OS(=O)(=O)O. Drug 2: C(CCl)NC(=O)N(CCCl)N=O. Cell line: OVCAR-8. Synergy scores: CSS=0.468, Synergy_ZIP=-0.785, Synergy_Bliss=-1.64, Synergy_Loewe=-2.08, Synergy_HSA=-2.49. (3) Drug 1: C1=C(C(=O)NC(=O)N1)F. Drug 2: CCCCCOC(=O)NC1=NC(=O)N(C=C1F)C2C(C(C(O2)C)O)O. Synergy scores: CSS=39.1, Synergy_ZIP=-8.16, Synergy_Bliss=-14.2, Synergy_Loewe=-29.5, Synergy_HSA=-13.9. Cell line: K-562. (4) Drug 1: CC12CCC3C(C1CCC2O)C(CC4=C3C=CC(=C4)O)CCCCCCCCCS(=O)CCCC(C(F)(F)F)(F)F. Drug 2: B(C(CC(C)C)NC(=O)C(CC1=CC=CC=C1)NC(=O)C2=NC=CN=C2)(O)O. Cell line: HL-60(TB). Synergy scores: CSS=54.1, Synergy_ZIP=2.11, Synergy_Bliss=1.95, Synergy_Loewe=-45.9, Synergy_HSA=-1.02. (5) Drug 1: CN1C2=C(C=C(C=C2)N(CCCl)CCCl)N=C1CCCC(=O)O.Cl. Drug 2: COC1=C2C(=CC3=C1OC=C3)C=CC(=O)O2. Cell line: HCT-15. Synergy scores: CSS=-4.39, Synergy_ZIP=3.29, Synergy_Bliss=4.84, Synergy_Loewe=-1.91, Synergy_HSA=-1.58. (6) Drug 1: CN(C)N=NC1=C(NC=N1)C(=O)N. Drug 2: C1CN1P(=S)(N2CC2)N3CC3. Cell line: A549. Synergy scores: CSS=34.4, Synergy_ZIP=-9.74, Synergy_Bliss=-0.247, Synergy_Loewe=-32.2, Synergy_HSA=-0.629.